Dataset: M1 muscarinic receptor agonist screen with 61,833 compounds. Task: Binary Classification. Given a drug SMILES string, predict its activity (active/inactive) in a high-throughput screening assay against a specified biological target. (1) The molecule is O(CCCC)C(=O)c1cc(NC(=O)CCC(O)=O)ccc1. The result is 0 (inactive). (2) The molecule is s1c(C(=O)COC(=O)c2ccc(NC(=O)c3occc3)cc2)ccc1. The result is 0 (inactive). (3) The drug is Clc1c2c(nc(cc2)C)c(OCc2oc(nn2)c2ccccc2)c(Cl)c1. The result is 0 (inactive). (4) The molecule is Clc1ccc(c2nn(CC(=O)NCCN3CCOCC3)c(=O)cc2)cc1. The result is 0 (inactive). (5) The drug is Fc1ccc(N2CCN(CC2)CC(=O)Nc2cc(ccc2)C(F)(F)F)cc1. The result is 0 (inactive). (6) The compound is Brc1oc(c2[nH]c3cc(N4C(=O)c5c(C4=O)cccc5)ccc3n2)cc1. The result is 0 (inactive).